Dataset: Full USPTO retrosynthesis dataset with 1.9M reactions from patents (1976-2016). Task: Predict the reactants needed to synthesize the given product. (1) Given the product [F:13][C:2]([F:1])([F:12])[C:3]1[NH:11][C:6]2=[N+:7]([O-:19])[CH:8]=[CH:9][CH:10]=[C:5]2[CH:4]=1, predict the reactants needed to synthesize it. The reactants are: [F:1][C:2]([F:13])([F:12])[C:3]1[NH:11][C:6]2=[N:7][CH:8]=[CH:9][CH:10]=[C:5]2[CH:4]=1.ClC1C=C(C=CC=1)C(OO)=[O:19].C([O-])(O)=O.[Na+]. (2) Given the product [F:22][C:17]1[CH:16]=[C:15]([C:10]2([O:13][CH3:14])[CH2:11][CH2:12][NH:8][CH2:9]2)[CH:20]=[C:19]([F:21])[CH:18]=1, predict the reactants needed to synthesize it. The reactants are: C([N:8]1[CH2:12][CH2:11][C:10]([C:15]2[CH:20]=[C:19]([F:21])[CH:18]=[C:17]([F:22])[CH:16]=2)([O:13][CH3:14])[CH2:9]1)C1C=CC=CC=1.ClCCCl.ClC(OC(Cl)C)=O. (3) Given the product [CH3:1][O:2][C:3](=[O:18])[CH2:4][CH2:5][C:6]([C:9]1[CH:14]=[CH:13][CH:12]=[C:11]([O:15][CH3:16])[C:10]=1[F:17])([CH3:8])[CH3:7], predict the reactants needed to synthesize it. The reactants are: [CH3:1][O:2][C:3](=[O:18])/[CH:4]=[CH:5]\[C:6]([C:9]1[CH:14]=[CH:13][CH:12]=[C:11]([O:15][CH3:16])[C:10]=1[F:17])([CH3:8])[CH3:7]. (4) Given the product [NH2:29][C@@H:13]1[CH2:14][CH2:15][C@@H:16]([C:18]2[CH:19]=[CH:20][CH:21]=[CH:22][CH:23]=2)[CH2:17][N:11]([CH2:10][CH:7]2[CH2:9][CH2:8]2)[C:12]1=[O:24], predict the reactants needed to synthesize it. The reactants are: P(Cl)(Cl)(Cl)(Cl)Cl.[CH:7]1([CH2:10][N:11]2[CH2:17][CH:16]([C:18]3[CH:23]=[CH:22][CH:21]=[CH:20][CH:19]=3)[CH2:15][CH2:14][CH2:13][C:12]2=[O:24])[CH2:9][CH2:8]1.II.BrBr.[N-:29]=[N+]=[N-].[Na+].[Br-].